From a dataset of Forward reaction prediction with 1.9M reactions from USPTO patents (1976-2016). Predict the product of the given reaction. (1) The product is: [C:23]([O:22][C:20](=[O:21])[NH:19][C@H:17]([C:11]1[N:12]([CH:14]2[CH2:15][CH2:16]2)[C:13]2[C:5]([C:3]([N:55]3[CH2:60][CH2:59][O:58][CH2:57][CH2:56]3)=[O:4])=[C:6]([F:27])[CH:7]=[CH:8][C:9]=2[N:10]=1)[CH3:18])([CH3:25])([CH3:26])[CH3:24]. Given the reactants CO[C:3]([C:5]1[C:13]2[N:12]([CH:14]3[CH2:16][CH2:15]3)[C:11]([C@@H:17]([NH:19][C:20]([O:22][C:23]([CH3:26])([CH3:25])[CH3:24])=[O:21])[CH3:18])=[N:10][C:9]=2[CH:8]=[CH:7][C:6]=1[F:27])=[O:4].O[Li].O.CN(C(ON1N=NC2C=CC=NC1=2)=[N+](C)C)C.F[P-](F)(F)(F)(F)F.[NH:55]1[CH2:60][CH2:59][O:58][CH2:57][CH2:56]1.CCN(C(C)C)C(C)C, predict the reaction product. (2) Given the reactants [Cl:1][C:2]1[C:3]([CH:16](OC)OC)=[C:4]([NH2:15])[C:5]([C:8]2[C:9]([CH3:14])=[N:10][O:11][C:12]=2[CH3:13])=[N:6][CH:7]=1.[F:21][C:22]1[C:23]([CH:28]2[CH2:37][CH2:36][C:35]3[C:30](=[CH:31][C:32]([NH2:39])=[C:33]([CH3:38])[CH:34]=3)[O:29]2)=[N:24][CH:25]=[CH:26][CH:27]=1.O.C1(C)C=CC(S(O)(=O)=O)=CC=1.C(=O)([O-])O.[Na+], predict the reaction product. The product is: [Cl:1][C:2]1[C:3]([CH2:16][NH:39][C:32]2[CH:31]=[C:30]3[C:35]([CH2:36][CH2:37][CH:28]([C:23]4[C:22]([F:21])=[CH:27][CH:26]=[CH:25][N:24]=4)[O:29]3)=[CH:34][C:33]=2[CH3:38])=[C:4]([NH2:15])[C:5]([C:8]2[C:9]([CH3:14])=[N:10][O:11][C:12]=2[CH3:13])=[N:6][CH:7]=1. (3) The product is: [CH3:1][CH:2]([CH3:32])[CH2:3][CH:4]([C:22]1[CH:31]=[CH:30][C:25]([C:26]([OH:28])=[O:27])=[CH:24][N:23]=1)[NH:5][C:6]1[CH:7]=[CH:8][C:9]([C:12]2[CH:13]=[CH:14][C:15]([C:18]([F:21])([F:20])[F:19])=[CH:16][CH:17]=2)=[CH:10][CH:11]=1. Given the reactants [CH3:1][CH:2]([CH3:32])[CH2:3][CH:4]([C:22]1[CH:31]=[CH:30][C:25]([C:26]([O:28]C)=[O:27])=[CH:24][N:23]=1)[NH:5][C:6]1[CH:11]=[CH:10][C:9]([C:12]2[CH:17]=[CH:16][C:15]([C:18]([F:21])([F:20])[F:19])=[CH:14][CH:13]=2)=[CH:8][CH:7]=1.[Li+].[OH-].Cl, predict the reaction product. (4) Given the reactants [CH:1]1([N:7]([CH2:17][CH:18]2[CH2:20][CH2:19]2)[C:8]2[N:13]=[CH:12][N:11]=[C:10]([C:14]([OH:16])=O)[CH:9]=2)[CH2:6][CH2:5][CH2:4][CH2:3][CH2:2]1.C(NC(C)C)(C)C.ClC(OC)=O.[NH2:33][C:34]1[CH:39]=[CH:38][C:37]([S:40]([CH2:43][CH2:44][CH2:45][C:46]([O:48][CH2:49][CH3:50])=[O:47])(=[O:42])=[O:41])=[CH:36][CH:35]=1.C(=O)(O)[O-].[Na+], predict the reaction product. The product is: [CH:1]1([N:7]([CH2:17][CH:18]2[CH2:20][CH2:19]2)[C:8]2[N:13]=[CH:12][N:11]=[C:10]([C:14]([NH:33][C:34]3[CH:39]=[CH:38][C:37]([S:40]([CH2:43][CH2:44][CH2:45][C:46]([O:48][CH2:49][CH3:50])=[O:47])(=[O:42])=[O:41])=[CH:36][CH:35]=3)=[O:16])[CH:9]=2)[CH2:2][CH2:3][CH2:4][CH2:5][CH2:6]1. (5) Given the reactants [CH3:1][C@@H:2]1[C@H:6]([C:7]2[CH:12]=[CH:11][CH:10]=[CH:9][CH:8]=2)[O:5][C:4](=[O:13])[NH:3]1.C([Li])CCC.[Cl:19][C:20]1[CH:25]=[CH:24][C:23]([CH2:26][CH2:27][C:28](Cl)=[O:29])=[CH:22][CH:21]=1, predict the reaction product. The product is: [Cl:19][C:20]1[CH:21]=[CH:22][C:23]([CH2:26][CH2:27][C:28]([N:3]2[C@H:2]([CH3:1])[C@H:6]([C:7]3[CH:12]=[CH:11][CH:10]=[CH:9][CH:8]=3)[O:5][C:4]2=[O:13])=[O:29])=[CH:24][CH:25]=1. (6) The product is: [N:11]1[CH:16]=[CH:15][CH:14]=[CH:13][C:12]=1[S:17]([C:8](=[O:10])[CH3:9])(=[O:19])=[O:18]. Given the reactants C(N(CC)CC)C.[CH2:8]([OH:10])[CH3:9].[N:11]1[CH:16]=[CH:15][CH:14]=[CH:13][C:12]=1[S:17](Cl)(=[O:19])=[O:18], predict the reaction product. (7) Given the reactants [C:1]1([C:7]2[C:15]3[C:14]([NH:16][CH2:17][C@@H:18]4[CH2:22][CH2:21][CH2:20][O:19]4)=[N:13][CH:12]=[N:11][C:10]=3[NH:9][C:8]=2[Si](CC)(CC)CC)[CH:6]=[CH:5][CH:4]=[CH:3][CH:2]=1.[I:30]N1C(=O)CCC1=O, predict the reaction product. The product is: [I:30][C:8]1[NH:9][C:10]2[N:11]=[CH:12][N:13]=[C:14]([NH:16][CH2:17][C@@H:18]3[CH2:22][CH2:21][CH2:20][O:19]3)[C:15]=2[C:7]=1[C:1]1[CH:6]=[CH:5][CH:4]=[CH:3][CH:2]=1.